The task is: Predict the reaction yield, written as a fraction of the theoretical maximum amount of product (1.0 means a 100% yield; for example, 0.34 means a 34% yield).. This data is from Reaction yield outcomes from USPTO patents with 853,638 reactions. (1) The reactants are [CH3:1][C:2]1[N:7]=[C:6]([SH:8])[N:5]=[C:4]([OH:9])[CH:3]=1.C(N(CC)CC)C.Br[CH2:18][C:19]1[CH:24]=[CH:23][N:22]=[CH:21][C:20]=1[F:25]. The catalyst is C(O)C. The product is [F:25][C:20]1[CH:21]=[N:22][CH:23]=[CH:24][C:19]=1[CH2:18][S:8][C:6]1[N:5]=[C:4]([OH:9])[CH:3]=[C:2]([CH3:1])[N:7]=1. The yield is 0.0700. (2) The reactants are [CH3:1][CH2:2][C@@:3]1([OH:28])[C:8](=[O:9])[O:7][CH2:6][C:5]2[C:10]([N:12]3[C:16](=[CH:17][C:4]1=2)[C:15]1[N:18]=[C:19]2[C:24](=[CH:25][C:14]=1[CH2:13]3)[C:23]([O:26]C)=[CH:22][CH:21]=[CH:20]2)=[O:11]. The catalyst is Br. The product is [CH3:1][CH2:2][C@@:3]1([OH:28])[C:8](=[O:9])[O:7][CH2:6][C:5]2[C:10]([N:12]3[C:16](=[CH:17][C:4]1=2)[C:15]1[NH:18][C:19]2[C:24](=[CH:25][C:14]=1[CH2:13]3)[C:23](=[O:26])[CH:22]=[CH:21][CH:20]=2)=[O:11]. The yield is 0.670.